From a dataset of Catalyst prediction with 721,799 reactions and 888 catalyst types from USPTO. Predict which catalyst facilitates the given reaction. Reactant: [CH3:1][N:2]1[CH2:7][CH2:6][CH2:5][CH:4]([CH2:8][O:9]S(C2C=CC(C)=CC=2)(=O)=O)[CH2:3]1.[CH3:20][C:21]1[NH:22][C:23]2[C:28]([C:29]=1[C:30]([O:32][CH2:33][C:34]1[CH:39]=[CH:38][CH:37]=[CH:36][CH:35]=1)=[O:31])=[CH:27][C:26](O)=[CH:25][CH:24]=2.C(=O)([O-])[O-].[K+].[K+].C(OCC)(=O)C.CO.C(N(CC)CC)C. Product: [CH2:33]([O:32][C:30]([C:29]1[C:28]2[C:23](=[CH:24][CH:25]=[C:26]([O:9][CH2:8][CH:4]3[CH2:5][CH2:6][CH2:7][N:2]([CH3:1])[CH2:3]3)[CH:27]=2)[NH:22][C:21]=1[CH3:20])=[O:31])[C:34]1[CH:39]=[CH:38][CH:37]=[CH:36][CH:35]=1. The catalyst class is: 10.